From a dataset of Reaction yield outcomes from USPTO patents with 853,638 reactions. Predict the reaction yield, written as a fraction of the theoretical maximum amount of product (1.0 means a 100% yield; for example, 0.34 means a 34% yield). (1) The reactants are [CH3:1][S:2][C:3]1[N:4]=[CH:5][C:6]2[CH:12]=[CH:11][C:10](=[O:13])[NH:9][C:7]=2[N:8]=1.[Br:14]N1C(=O)CCC1=O. The catalyst is CN(C)C=O. The product is [Br:14][C:11]1[C:10](=[O:13])[NH:9][C:7]2[N:8]=[C:3]([S:2][CH3:1])[N:4]=[CH:5][C:6]=2[CH:12]=1. The yield is 0.480. (2) The reactants are COC1C=C(C=C(C(C2C=CC=C(OC(F)(F)F)C=2)(C)C)C=1)N.[Cl:24][C:25]1[CH:26]=[C:27]([C:34]2[CH:39]=[N:38][CH:37]=[CH:36][N:35]=2)[CH:28]=[C:29]([N+:31]([O-])=O)[CH:30]=1. The yield is 0.920. The product is [Cl:24][C:25]1[CH:30]=[C:29]([CH:28]=[C:27]([C:34]2[CH:39]=[N:38][CH:37]=[CH:36][N:35]=2)[CH:26]=1)[NH2:31]. No catalyst specified. (3) The reactants are [CH3:1][C:2]1[C:16](=[O:17])[N:15]=[C:14]2[N:4]([C@@H:5]3[O:9][C@H:8]([CH2:10][OH:11])[C@@H:7]([OH:12])[C@@H:6]3[O:13]2)[CH:3]=1.[CH3:18][O:19][CH2:20][CH2:21][O:22]B([O:22][CH2:21][CH2:20][O:19][CH3:18])[O:22][CH2:21][CH2:20][O:19][CH3:18]. The catalyst is COCCO. The product is [CH3:18][O:19][CH2:20][CH2:21][O:22][C@@H:6]1[C@H:7]([OH:12])[C@@H:8]([CH2:10][OH:11])[O:9][C@H:5]1[N:4]1[CH:3]=[C:2]([CH3:1])[C:16](=[O:17])[NH:15][C:14]1=[O:13]. The yield is 0.630. (4) The reactants are C[C:2]1[CH:3]=[N:4][NH:5][CH:6]=1.[Li][CH2:8][CH2:9]CC.C(O[B:16]1[O:20][C:19]([CH3:22])([CH3:21])[C:18]([CH3:24])([CH3:23])[O:17]1)(C)C. The catalyst is [NH4+].[Cl-]. The yield is 0.890. The product is [CH2:8]([N:5]1[C:6]([B:16]2[O:20][C:19]([CH3:22])([CH3:21])[C:18]([CH3:24])([CH3:23])[O:17]2)=[CH:2][CH:3]=[N:4]1)[CH3:9]. (5) The reactants are [Li+].[B-](CC)(CC)CC.[NH2:9][C:10]1[CH:11]=[C:12]([C:16]2[CH2:17][C@@H:18]3[N:24]([CH:25]=2)[C:23](=[O:26])[C:22]2[CH:27]=[C:28]([O:70][CH3:71])[C:29]([O:31][CH2:32][CH2:33][CH2:34][O:35][C:36]4[C:67]([O:68][CH3:69])=[CH:66][C:39]5[C:40](=[O:65])[N:41]6[CH:56]=[C:55]([C:57]7[CH:62]=[CH:61][C:60]([O:63][CH3:64])=[CH:59][CH:58]=7)[CH2:54][C@H:42]6[C:43](=O)[N:44](COCC[Si](C)(C)C)[C:38]=5[CH:37]=4)=[CH:30][C:21]=2[N:20](COCC[Si](C)(C)C)[C:19]3=O)[CH:13]=[CH:14][CH:15]=1. The catalyst is C1COCC1.O. The product is [NH2:9][C:10]1[CH:11]=[C:12]([C:16]2[CH2:17][C@@H:18]3[N:24]([CH:25]=2)[C:23](=[O:26])[C:22]2[CH:27]=[C:28]([O:70][CH3:71])[C:29]([O:31][CH2:32][CH2:33][CH2:34][O:35][C:36]4[C:67]([O:68][CH3:69])=[CH:66][C:39]5[C:40](=[O:65])[N:41]6[CH:56]=[C:55]([C:57]7[CH:62]=[CH:61][C:60]([O:63][CH3:64])=[CH:59][CH:58]=7)[CH2:54][C@H:42]6[CH:43]=[N:44][C:38]=5[CH:37]=4)=[CH:30][C:21]=2[N:20]=[CH:19]3)[CH:13]=[CH:14][CH:15]=1. The yield is 0.770.